From a dataset of Forward reaction prediction with 1.9M reactions from USPTO patents (1976-2016). Predict the product of the given reaction. (1) Given the reactants [CH3:1][O:2][C:3](=[O:12])[C:4]1[CH:9]=[CH:8][C:7]([NH2:10])=[C:6]([I:11])[CH:5]=1.[C:13](OC(=O)C)(=[O:15])[CH3:14], predict the reaction product. The product is: [CH3:1][O:2][C:3](=[O:12])[C:4]1[CH:9]=[CH:8][C:7]([NH:10][C:13](=[O:15])[CH3:14])=[C:6]([I:11])[CH:5]=1. (2) The product is: [ClH:9].[CH2:11]([O:5][C:4](=[O:6])[CH:2]([CH3:3])[NH2:1])[CH:12]([CH3:14])[CH3:13]. Given the reactants [NH2:1][CH:2]([C:4]([OH:6])=[O:5])[CH3:3].S(Cl)([Cl:9])=O.[CH2:11](O)[CH:12]([CH3:14])[CH3:13], predict the reaction product. (3) Given the reactants [CH3:1][C:2]1[C:14]2[C:13]3[C:8](=[CH:9][CH:10]=[CH:11][CH:12]=3)[NH:7][C:6]=2[CH:5]=[N:4][CH:3]=1.C1C(=O)N([Cl:22])C(=O)C1.C(=O)(O)[O-].[Na+], predict the reaction product. The product is: [Cl:22][C:11]1[CH:12]=[C:13]2[C:8](=[CH:9][CH:10]=1)[NH:7][C:6]1[CH:5]=[N:4][CH:3]=[C:2]([CH3:1])[C:14]2=1. (4) Given the reactants [CH3:1][CH:2]1[NH:7][CH2:6][C:5]2[S:8][C:9]([C:11]([O-:13])=O)=[N:10][C:4]=2[CH2:3]1.[Li+].FC(F)(F)C(O)=O.[Cl:22][C:23]1[CH:24]=[C:25]2[C:30](=[CH:31][CH:32]=1)[CH:29]=[C:28]([S:33]([N:36]1[CH2:41][CH2:40][NH:39][CH:38]([C:42](=[O:45])[NH:43][CH3:44])[CH2:37]1)(=[O:35])=[O:34])[CH:27]=[CH:26]2.O.ON1C2C=CC=CC=2N=N1.Cl.CN(CCCN=C=NCC)C, predict the reaction product. The product is: [ClH:22].[Cl:22][C:23]1[CH:24]=[C:25]2[C:30](=[CH:31][CH:32]=1)[CH:29]=[C:28]([S:33]([N:36]1[CH2:41][CH2:40][N:39]([C:11]([C:9]3[S:8][C:5]4[CH2:6][NH:7][CH:2]([CH3:1])[CH2:3][C:4]=4[N:10]=3)=[O:13])[CH:38]([C:42](=[O:45])[NH:43][CH3:44])[CH2:37]1)(=[O:34])=[O:35])[CH:27]=[CH:26]2. (5) Given the reactants [N:1]1([C:6]2[CH:7]=[CH:8][C:9]([CH2:12][C:13]([O:15]CC)=[O:14])=[N:10][CH:11]=2)[CH:5]=[N:4][N:3]=[N:2]1.[Li+].[OH-].C(O)(=O)CC(CC(O)=O)(C(O)=O)O, predict the reaction product. The product is: [N:1]1([C:6]2[CH:7]=[CH:8][C:9]([CH2:12][C:13]([OH:15])=[O:14])=[N:10][CH:11]=2)[CH:5]=[N:4][N:3]=[N:2]1. (6) Given the reactants [C:1]([O:5][C:6]([N:8]1[CH2:13][CH2:12][CH:11]([CH2:14][NH:15][C:16]2[C:21]([C:22]([O:24]CC)=[O:23])=[CH:20][N:19]=[C:18]([Cl:27])[N:17]=2)[CH2:10][CH2:9]1)=[O:7])([CH3:4])([CH3:3])[CH3:2].[Li+].[OH-].O.Cl, predict the reaction product. The product is: [C:1]([O:5][C:6]([N:8]1[CH2:13][CH2:12][CH:11]([CH2:14][NH:15][C:16]2[C:21]([C:22]([OH:24])=[O:23])=[CH:20][N:19]=[C:18]([Cl:27])[N:17]=2)[CH2:10][CH2:9]1)=[O:7])([CH3:4])([CH3:2])[CH3:3]. (7) Given the reactants C([O:4][CH2:5][C:6]([CH3:44])([CH3:43])[CH2:7][N:8]1[C:14]2[CH:15]=[CH:16][C:17]([Cl:19])=[CH:18][C:13]=2[C@@H:12]([C:20]2[CH:25]=[CH:24][CH:23]=[C:22]([O:26][CH3:27])[C:21]=2[O:28][CH3:29])[O:11][C@H:10]([CH2:30][C:31]2[S:32][C:33]([CH2:36][C:37]([O:39]CC)=[O:38])=[CH:34][N:35]=2)[C:9]1=[O:42])(=O)C.[OH-].[Na+].C(O)C, predict the reaction product. The product is: [Cl:19][C:17]1[CH:16]=[CH:15][C:14]2[N:8]([CH2:7][C:6]([CH3:43])([CH3:44])[CH2:5][OH:4])[C:9](=[O:42])[C@@H:10]([CH2:30][C:31]3[S:32][C:33]([CH2:36][C:37]([OH:39])=[O:38])=[CH:34][N:35]=3)[O:11][C@H:12]([C:20]3[CH:25]=[CH:24][CH:23]=[C:22]([O:26][CH3:27])[C:21]=3[O:28][CH3:29])[C:13]=2[CH:18]=1.